From a dataset of Reaction yield outcomes from USPTO patents with 853,638 reactions. Predict the reaction yield, written as a fraction of the theoretical maximum amount of product (1.0 means a 100% yield; for example, 0.34 means a 34% yield). (1) The reactants are C(OC([NH:8][O:9][C:10]([O:12][CH:13]1[CH2:18][CH2:17][O:16][CH2:15][CH2:14]1)=[O:11])=O)(C)(C)C.C(N(CC)CC)C.[CH3:26][S:27]([C:30]1[CH:35]=[CH:34][CH:33]=[CH:32][C:31]=1[S:36](Cl)(=[O:38])=[O:37])(=[O:29])=[O:28]. The catalyst is C(Cl)Cl.CN(C1C=CN=CC=1)C. The product is [C:10](=[O:11])([O:12][CH:13]1[CH2:14][CH2:15][O:16][CH2:17][CH2:18]1)[O:9][NH:8][S:36]([C:31]1[CH:32]=[CH:33][CH:34]=[CH:35][C:30]=1[S:27]([CH3:26])(=[O:29])=[O:28])(=[O:38])=[O:37]. The yield is 0.270. (2) The reactants are [O:1]([C:3]#[N:4])[K].[NH2:5][C:6]1[CH:14]=[C:13]([F:15])[C:12]([F:16])=[CH:11][C:7]=1[C:8](O)=[O:9].[OH-].[Na+]. The catalyst is O.O.CC(O)=O. The product is [F:16][C:12]1[CH:11]=[C:7]2[C:6](=[CH:14][C:13]=1[F:15])[NH:5][C:3](=[O:1])[NH:4][C:8]2=[O:9]. The yield is 0.610. (3) The reactants are Cl[C:2]1[N:15]=[C:14]([O:16][CH2:17][C:18]([F:21])([F:20])[F:19])[CH:13]=[CH:12][C:3]=1[C:4]([O:6]CC(F)(F)F)=[O:5].[F:22][C:23]1[CH:28]=[CH:27][C:26](B(O)O)=[CH:25][CH:24]=1.C(=O)(O)[O-].[Na+]. The catalyst is COCCOC.C1C=CC([P]([Pd]([P](C2C=CC=CC=2)(C2C=CC=CC=2)C2C=CC=CC=2)([P](C2C=CC=CC=2)(C2C=CC=CC=2)C2C=CC=CC=2)[P](C2C=CC=CC=2)(C2C=CC=CC=2)C2C=CC=CC=2)(C2C=CC=CC=2)C2C=CC=CC=2)=CC=1. The product is [F:22][C:23]1[CH:28]=[CH:27][C:26]([C:2]2[N:15]=[C:14]([O:16][CH2:17][C:18]([F:19])([F:20])[F:21])[CH:13]=[CH:12][C:3]=2[C:4]([OH:6])=[O:5])=[CH:25][CH:24]=1. The yield is 0.780. (4) The reactants are [C:1]([Si:5]([CH3:11])([CH3:10])[O:6][CH2:7][C:8]#[CH:9])([CH3:4])([CH3:3])[CH3:2].[Li+].CCC[CH2-].CON(C)[C:20](=[O:27])[C:21]1[CH:26]=[CH:25][CH:24]=[CH:23][CH:22]=1.Cl. The catalyst is C1COCC1. The product is [Si:5]([O:6][CH2:7][C:8]#[C:9][C:20]([C:21]1[CH:26]=[CH:25][CH:24]=[CH:23][CH:22]=1)=[O:27])([C:1]([CH3:3])([CH3:4])[CH3:2])([CH3:10])[CH3:11]. The yield is 0.990. (5) The reactants are Br[C:2]1[C:3]([CH3:15])=[C:4]([O:13][CH3:14])[C:5]2[O:9][CH:8]([CH3:10])[CH2:7][C:6]=2[C:11]=1[CH3:12].[F:16][C:17]1[CH:22]=[CH:21][C:20]([N:23]2[CH2:28][CH2:27][NH:26][CH2:25][CH2:24]2)=[CH:19][CH:18]=1. No catalyst specified. The product is [F:16][C:17]1[CH:18]=[CH:19][C:20]([N:23]2[CH2:28][CH2:27][N:26]([C:2]3[C:3]([CH3:15])=[C:4]([O:13][CH3:14])[C:5]4[O:9][CH:8]([CH3:10])[CH2:7][C:6]=4[C:11]=3[CH3:12])[CH2:25][CH2:24]2)=[CH:21][CH:22]=1. The yield is 0.560. (6) The reactants are [Br:1][CH2:2][CH2:3][CH2:4][CH2:5][CH2:6][C:7]([OH:9])=[O:8].[CH3:10]O. No catalyst specified. The product is [Br:1][CH2:2][CH2:3][CH2:4][CH2:5][CH2:6][C:7]([O:9][CH3:10])=[O:8]. The yield is 0.990.